This data is from Reaction yield outcomes from USPTO patents with 853,638 reactions. The task is: Predict the reaction yield, written as a fraction of the theoretical maximum amount of product (1.0 means a 100% yield; for example, 0.34 means a 34% yield). (1) The reactants are [F:1][C:2]([F:22])([S:19]([O-:21])=[O:20])[C:3]([F:18])([F:17])[CH2:4][CH2:5][CH2:6][CH2:7][O:8][C:9]([CH:11]1[CH2:16][CH2:15][CH2:14][CH2:13][CH2:12]1)=[O:10].[Na+:23].[OH2:24].OO. The catalyst is O.O.[O-][W]([O-])(=O)=O.[Na+].[Na+].O. The product is [F:22][C:2]([F:1])([S:19]([O-:24])(=[O:21])=[O:20])[C:3]([F:18])([F:17])[CH2:4][CH2:5][CH2:6][CH2:7][O:8][C:9]([CH:11]1[CH2:12][CH2:13][CH2:14][CH2:15][CH2:16]1)=[O:10].[Na+:23]. The yield is 0.900. (2) The reactants are O[C:2]1[C:11]2[C:10]([C:12](OCC)=[O:13])=[CH:9][CH:8]=[CH:7][C:6]=2[NH:5][C:4](=[O:17])[C:3]=1[C:18]1[CH:23]=[CH:22][CH:21]=[CH:20][CH:19]=1.O.[NH2:25][NH2:26]. The catalyst is CO. The product is [C:18]1([CH:3]2[C:2]3=[N:25][NH:26][C:12](=[O:13])[C:10]4[CH:9]=[CH:8][CH:7]=[C:6]([C:11]=43)[NH:5][C:4]2=[O:17])[CH:23]=[CH:22][CH:21]=[CH:20][CH:19]=1. The yield is 0.530. (3) The reactants are [C:1]([O:5][C:6]([N:8]([CH3:25])[C@@H:9]1[CH2:14][CH2:13][CH2:12][N:11](C(OCC2C=CC=CC=2)=O)[CH2:10]1)=[O:7])([CH3:4])([CH3:3])[CH3:2]. The catalyst is CO.CCO.[Pd]. The product is [CH3:25][N:8]([C@@H:9]1[CH2:14][CH2:13][CH2:12][NH:11][CH2:10]1)[C:6](=[O:7])[O:5][C:1]([CH3:4])([CH3:2])[CH3:3]. The yield is 0.820. (4) The reactants are [NH:1]1[CH2:6][CH2:5][CH:4]([NH:7][C:8]([NH:10][C:11]2[CH:16]=[CH:15][C:14]([O:17][C:18]([F:21])([F:20])[F:19])=[CH:13][CH:12]=2)=[O:9])[CH2:3][CH2:2]1.[F:22][C:23]([F:30])([F:29])[C:24](OCC)=[O:25]. The catalyst is C1COCC1. The product is [F:22][C:23]([F:30])([F:29])[C:24]([N:1]1[CH2:6][CH2:5][CH:4]([NH:7][C:8]([NH:10][C:11]2[CH:16]=[CH:15][C:14]([O:17][C:18]([F:19])([F:20])[F:21])=[CH:13][CH:12]=2)=[O:9])[CH2:3][CH2:2]1)=[O:25]. The yield is 0.370. (5) The yield is 0.860. The product is [F:21][C:20]([F:23])([F:22])[C:18]([OH:24])=[O:19].[NH2:8][C@@H:9]1[CH2:14][CH2:13][CH2:12][C@@H:11]([C:15]([OH:17])=[O:16])[CH2:10]1. The reactants are C(OC([NH:8][C@@H:9]1[CH2:14][CH2:13][CH2:12][C@@H:11]([C:15]([OH:17])=[O:16])[CH2:10]1)=O)(C)(C)C.[C:18]([OH:24])([C:20]([F:23])([F:22])[F:21])=[O:19]. The catalyst is C(Cl)Cl. (6) The reactants are [Cl:1][C:2]1[CH:7]=[CH:6][C:5]([C:8]2[C:14]3[CH:15]=[C:16]([O:19][CH3:20])[CH:17]=[CH:18][C:13]=3[N:12]3[C:21]([CH3:24])=[N:22][N:23]=[C:11]3[C@H:10]([CH2:25][C:26](O)=[O:27])[N:9]=2)=[CH:4][CH:3]=1.CCN=C=NCCCN(C)C.[NH2:40][CH2:41][CH2:42][O:43][CH2:44][CH2:45][O:46][CH2:47][CH2:48][O:49][CH2:50][CH2:51][O:52][CH2:53][CH2:54][O:55][CH2:56][CH2:57][O:58][C:59]1[CH:60]=[CH:61][C:62]2[N:68]3[C:69]([CH3:72])=[N:70][N:71]=[C:67]3[C@H:66]([CH2:73][C:74]([NH:76][CH2:77][CH3:78])=[O:75])[N:65]=[C:64]([C:79]3[CH:84]=[CH:83][C:82]([Cl:85])=[CH:81][CH:80]=3)[C:63]=2[CH:86]=1. The catalyst is C(Cl)Cl.CN(C1C=CN=CC=1)C. The product is [Cl:85][C:82]1[CH:83]=[CH:84][C:79]([C:64]2[C:63]3[CH:86]=[C:59]([O:58][CH2:57][CH2:56][O:55][CH2:54][CH2:53][O:52][CH2:51][CH2:50][O:49][CH2:48][CH2:47][O:46][CH2:45][CH2:44][O:43][CH2:42][CH2:41][NH:40][C:26](=[O:27])[CH2:25][C@@H:10]4[N:9]=[C:8]([C:5]5[CH:6]=[CH:7][C:2]([Cl:1])=[CH:3][CH:4]=5)[C:14]5[CH:15]=[C:16]([O:19][CH3:20])[CH:17]=[CH:18][C:13]=5[N:12]5[C:21]([CH3:24])=[N:22][N:23]=[C:11]45)[CH:60]=[CH:61][C:62]=3[N:68]3[C:69]([CH3:72])=[N:70][N:71]=[C:67]3[C@H:66]([CH2:73][C:74]([NH:76][CH2:77][CH3:78])=[O:75])[N:65]=2)=[CH:80][CH:81]=1. The yield is 0.215. (7) The reactants are [CH2:1]([NH:3][C:4]1[C:5](Cl)=[N:6][CH:7]=[N:8][C:9]=1[Cl:10])[CH3:2].[NH3:12]. The catalyst is C(O)C. The product is [CH2:1]([NH:3][C:4]1[C:5]([NH2:12])=[N:6][CH:7]=[N:8][C:9]=1[Cl:10])[CH3:2]. The yield is 0.770.